Task: Regression. Given two drug SMILES strings and cell line genomic features, predict the synergy score measuring deviation from expected non-interaction effect.. Dataset: NCI-60 drug combinations with 297,098 pairs across 59 cell lines (1) Drug 1: CN1CCC(CC1)COC2=C(C=C3C(=C2)N=CN=C3NC4=C(C=C(C=C4)Br)F)OC. Drug 2: CCN(CC)CCCC(C)NC1=C2C=C(C=CC2=NC3=C1C=CC(=C3)Cl)OC. Cell line: OVCAR-8. Synergy scores: CSS=43.4, Synergy_ZIP=6.80, Synergy_Bliss=11.1, Synergy_Loewe=0.730, Synergy_HSA=10.1. (2) Drug 1: CC12CCC3C(C1CCC2=O)CC(=C)C4=CC(=O)C=CC34C. Drug 2: C(CCl)NC(=O)N(CCCl)N=O. Synergy scores: CSS=26.8, Synergy_ZIP=1.63, Synergy_Bliss=1.33, Synergy_Loewe=1.20, Synergy_HSA=0.933. Cell line: M14. (3) Drug 1: C1=NC2=C(N=C(N=C2N1C3C(C(C(O3)CO)O)F)Cl)N. Drug 2: C1CN(P(=O)(OC1)NCCCl)CCCl. Cell line: SF-295. Synergy scores: CSS=1.57, Synergy_ZIP=-4.06, Synergy_Bliss=-6.62, Synergy_Loewe=-5.88, Synergy_HSA=-6.22. (4) Drug 1: CC12CCC3C(C1CCC2=O)CC(=C)C4=CC(=O)C=CC34C. Drug 2: CC1=CC=C(C=C1)C2=CC(=NN2C3=CC=C(C=C3)S(=O)(=O)N)C(F)(F)F. Cell line: NCIH23. Synergy scores: CSS=51.3, Synergy_ZIP=-3.20, Synergy_Bliss=-5.38, Synergy_Loewe=-6.12, Synergy_HSA=-3.17. (5) Drug 1: C1=NC2=C(N1)C(=S)N=C(N2)N. Drug 2: CS(=O)(=O)OCCCCOS(=O)(=O)C. Cell line: A549. Synergy scores: CSS=33.2, Synergy_ZIP=-2.94, Synergy_Bliss=0.740, Synergy_Loewe=-17.4, Synergy_HSA=1.41.